From a dataset of Forward reaction prediction with 1.9M reactions from USPTO patents (1976-2016). Predict the product of the given reaction. (1) Given the reactants Br[C:2]12[CH2:11][CH:6]3[CH2:7][CH:8]([CH2:10][CH:4]([CH2:5]3)[CH2:3]1)[CH2:9]2.[F:12][C:13]1[CH:18]=[CH:17][CH:16]=[CH:15][C:14]=1[O:19][CH3:20], predict the reaction product. The product is: [F:12][C:13]1[CH:18]=[C:17]([C:2]23[CH2:11][CH:6]4[CH2:7][CH:8]([CH2:10][CH:4]([CH2:5]4)[CH2:3]2)[CH2:9]3)[CH:16]=[CH:15][C:14]=1[O:19][CH3:20]. (2) Given the reactants [C:1]1([S:7]([CH2:10][C:11]2[C:16]([C:17]([O:19][CH2:20][CH3:21])=[O:18])=[C:15]([O:22][CH3:23])[C:14]([C:24]3OC=N[CH:25]=3)=[CH:13][CH:12]=2)(=[O:9])=[O:8])[CH:6]=[CH:5][CH:4]=[CH:3][CH:2]=1.C1(S(CC2C(C(OCC)=O)=C(OC)C(Br)=CC=2)(=O)=O)C=CC=CC=1.CC1(C)C(C)(C)OB(C2[S:65][N:64]=[CH:63]C=2)O1, predict the reaction product. The product is: [C:1]1([S:7]([CH2:10][C:11]2[C:16]([C:17]([O:19][CH2:20][CH3:21])=[O:18])=[C:15]([O:22][CH3:23])[C:14]([C:24]3[S:65][N:64]=[CH:63][CH:25]=3)=[CH:13][CH:12]=2)(=[O:9])=[O:8])[CH:2]=[CH:3][CH:4]=[CH:5][CH:6]=1.